From a dataset of Full USPTO retrosynthesis dataset with 1.9M reactions from patents (1976-2016). Predict the reactants needed to synthesize the given product. (1) Given the product [ClH:44].[Br:1][C:2]1[CH:7]=[C:6]([F:8])[CH:5]=[CH:4][C:3]=1[N:9]1[CH2:10][CH2:11][NH:12][CH2:13][C:14]1=[O:15], predict the reactants needed to synthesize it. The reactants are: [Br:1][C:2]1[CH:7]=[C:6]([F:8])[CH:5]=[CH:4][C:3]=1[NH:9][C:10](=O)[CH2:11][NH:12][CH2:13][CH2:14][OH:15].C(P(CCCC)CCCC)CCC.N(C(OC(C)C)=O)=NC(OC(C)C)=O.[ClH:44].CO. (2) Given the product [F:13][C:9]1[C:8]([F:14])=[C:7]2[C:12]([C:3]([CH2:2][N:16]3[C:20]4[CH:21]=[CH:22][CH:23]=[CH:24][C:19]=4[N:18]=[C:17]3[N:25]3[CH2:26][CH2:27][O:28][CH2:29][CH2:30]3)=[CH:4][C:5](=[O:15])[NH:6]2)=[CH:11][CH:10]=1, predict the reactants needed to synthesize it. The reactants are: Br[CH2:2][C:3]1[C:12]2[C:7](=[C:8]([F:14])[C:9]([F:13])=[CH:10][CH:11]=2)[NH:6][C:5](=[O:15])[CH:4]=1.[NH:16]1[C:20]2[CH:21]=[CH:22][CH:23]=[CH:24][C:19]=2[N:18]=[C:17]1[N:25]1[CH2:30][CH2:29][O:28][CH2:27][CH2:26]1. (3) Given the product [C:10]([C:4]1([OH:7])[CH2:5][CH2:6][O:1][CH2:2][CH2:3]1)#[CH:11], predict the reactants needed to synthesize it. The reactants are: [O:1]1[CH2:6][CH2:5][C:4](=[O:7])[CH2:3][CH2:2]1.[Br-].[Mg+2].[CH2:10]=[CH2:11].[Br-]. (4) Given the product [CH3:1][O:2][C:3]1[CH:4]=[CH:5][C:6]([C@H:9]2[CH2:18][CH2:17][CH2:16][C@@H:15]3[N:10]2[C:11](=[O:19])[CH2:12][CH2:13][CH2:14]3)=[CH:7][CH:8]=1, predict the reactants needed to synthesize it. The reactants are: [CH3:1][O:2][C:3]1[CH:8]=[CH:7][C:6]([C@H:9]2[CH2:18][CH2:17][CH2:16][C@@H:15]3[N:10]2[C:11](=[O:19])[CH2:12][CH:13]=[CH:14]3)=[CH:5][CH:4]=1.[H][H]. (5) Given the product [F:25][C:23]1[CH:22]=[C:21]([F:26])[CH:20]=[C:19]2[C:24]=1[C:15]([NH:14][C:3]1[CH:4]=[C:5]([N:8]3[CH2:13][CH2:12][O:11][CH2:10][CH2:9]3)[N:6]=[CH:7][C:2]=1[C:40]1[CH:41]=[C:36]([CH:37]=[CH:38][CH:39]=1)[C:34]#[N:35])=[C:16]([CH3:33])[C:17]([C:27]1[CH:32]=[CH:31][CH:30]=[CH:29][N:28]=1)=[N:18]2, predict the reactants needed to synthesize it. The reactants are: Br[C:2]1[C:3]([NH:14][C:15]2[C:24]3[C:19](=[CH:20][C:21]([F:26])=[CH:22][C:23]=3[F:25])[N:18]=[C:17]([C:27]3[CH:32]=[CH:31][CH:30]=[CH:29][N:28]=3)[C:16]=2[CH3:33])=[CH:4][C:5]([N:8]2[CH2:13][CH2:12][O:11][CH2:10][CH2:9]2)=[N:6][CH:7]=1.[C:34]([C:36]1[CH:37]=[C:38](B(O)O)[CH:39]=[CH:40][CH:41]=1)#[N:35].C1(P(C2CCCCC2)C2CCCCC2)CCCCC1.[O-]P([O-])([O-])=O.[K+].[K+].[K+]. (6) Given the product [C:1]([O:8][CH:9]([CH2:28][CH3:29])[CH2:10][C:11]1[C:19](=[O:20])[N:18]2[C:14]([NH:15][C:16]3[CH:24]=[CH:23][CH:22]=[CH:21][C:17]=32)=[C:13]([C:25]#[N:26])[C:12]=1[CH3:27])(=[O:3])[CH3:2], predict the reactants needed to synthesize it. The reactants are: [C:1](OC(=O)C)(=[O:3])[CH3:2].[OH:8][CH:9]([CH2:28][CH3:29])[CH2:10][C:11]1[C:19](=[O:20])[N:18]2[C:14]([NH:15][C:16]3[CH:24]=[CH:23][CH:22]=[CH:21][C:17]=32)=[C:13]([C:25]#[N:26])[C:12]=1[CH3:27].N1C=CC=CC=1. (7) The reactants are: [N+:1](/[CH:4]=C/C1OC=CC=1)([O-:3])=[O:2].[CH:11](=[O:15])[CH:12]([CH3:14])[CH3:13].C[CH:17]([OH:19])C.CCC[CH2:23][CH2:24][CH3:25].[CH:26](Cl)(Cl)Cl. Given the product [O:15]1[CH:26]=[CH:13][C:12]([C@H:14]([CH2:4][N+:1]([O-:3])=[O:2])[C:24]([CH3:23])([CH3:25])[CH:17]=[O:19])=[CH:11]1, predict the reactants needed to synthesize it.